From a dataset of NCI-60 drug combinations with 297,098 pairs across 59 cell lines. Regression. Given two drug SMILES strings and cell line genomic features, predict the synergy score measuring deviation from expected non-interaction effect. Drug 1: CCC1(CC2CC(C3=C(CCN(C2)C1)C4=CC=CC=C4N3)(C5=C(C=C6C(=C5)C78CCN9C7C(C=CC9)(C(C(C8N6C)(C(=O)OC)O)OC(=O)C)CC)OC)C(=O)OC)O.OS(=O)(=O)O. Drug 2: CN1C2=C(C=C(C=C2)N(CCCl)CCCl)N=C1CCCC(=O)O.Cl. Cell line: NCI/ADR-RES. Synergy scores: CSS=0.707, Synergy_ZIP=2.03, Synergy_Bliss=4.20, Synergy_Loewe=-2.00, Synergy_HSA=-1.25.